From a dataset of Forward reaction prediction with 1.9M reactions from USPTO patents (1976-2016). Predict the product of the given reaction. (1) The product is: [CH2:46]([O:45][CH2:44][C:8]1([C:11]([O:13][CH3:14])=[O:12])[CH2:7][CH2:6][CH:5]([C:1]([CH3:4])([CH3:2])[CH3:3])[CH2:10][CH2:9]1)[C:47]1[CH:52]=[CH:51][CH:50]=[CH:49][CH:48]=1. Given the reactants [C:1]([CH:5]1[CH2:10][CH2:9][CH:8]([C:11]([O:13][CH3:14])=[O:12])[CH2:7][CH2:6]1)([CH3:4])([CH3:3])[CH3:2].CCCCCCC.O1CCCC1.C(C1C=CC=CC=1)C.C([N-]C(C)C)(C)C.[Li+].Cl[CH2:44][O:45][CH2:46][C:47]1[CH:52]=[CH:51][CH:50]=[CH:49][CH:48]=1.C(O)(=O)CC(CC(O)=O)(C(O)=O)O, predict the reaction product. (2) Given the reactants [CH3:1][O:2][C:3](=[O:47])[C@@H:4]([NH:38][C:39]([O:41][CH:42]1[CH2:46][CH2:45][CH2:44][CH2:43]1)=[O:40])[CH2:5][CH2:6][CH2:7][CH2:8][CH2:9][CH2:10][CH2:11][NH:12][C:13]1[CH:18]=[CH:17][CH:16]=[CH:15][C:14]=1[S:19](=[O:37])(=[O:36])[NH:20][C:21]([C@@:23]1([NH:28]C(OC(C)(C)C)=O)[CH2:25][C@H:24]1[CH:26]=[CH2:27])=[O:22].C(O)(C(F)(F)F)=O, predict the reaction product. The product is: [CH3:1][O:2][C:3](=[O:47])[C@@H:4]([NH:38][C:39]([O:41][CH:42]1[CH2:46][CH2:45][CH2:44][CH2:43]1)=[O:40])[CH2:5][CH2:6][CH2:7][CH2:8][CH2:9][CH2:10][CH2:11][NH:12][C:13]1[CH:18]=[CH:17][CH:16]=[CH:15][C:14]=1[S:19](=[O:36])(=[O:37])[NH:20][C:21]([C@@:23]1([NH2:28])[CH2:25][C@H:24]1[CH:26]=[CH2:27])=[O:22]. (3) Given the reactants [CH:1]([C:4]1[C:8]([CH2:9][CH2:10][CH2:11][OH:12])=[CH:7][N:6]([C:13]2[CH:18]=[CH:17][C:16]([C:19]([F:22])([F:21])[F:20])=[CH:15][N:14]=2)[N:5]=1)([CH3:3])[CH3:2].O[C:24]1[CH:29]=[CH:28][CH:27]=[CH:26][C:25]=1[CH2:30][C:31]([O:33]C)=[O:32].C(P(CCCC)CCCC)CCC.N(C(N1CCCCC1)=O)=NC(N1CCCCC1)=O, predict the reaction product. The product is: [CH:1]([C:4]1[C:8]([CH2:9][CH2:10][CH2:11][O:12][C:24]2[CH:29]=[CH:28][CH:27]=[CH:26][C:25]=2[CH2:30][C:31]([OH:33])=[O:32])=[CH:7][N:6]([C:13]2[CH:18]=[CH:17][C:16]([C:19]([F:21])([F:20])[F:22])=[CH:15][N:14]=2)[N:5]=1)([CH3:3])[CH3:2]. (4) Given the reactants C(OC(N[C@@H](C(O)=O)CC(C)C)=O)(C)(C)C.[ClH:17].[NH2:18][C@H:19]([C:24]([O:26][CH:27]1[CH2:31][CH2:30][CH2:29][CH2:28]1)=[O:25])[CH2:20][CH:21]([CH3:23])[CH3:22], predict the reaction product. The product is: [ClH:17].[NH2:18][C@@H:19]([C:24]([O:26][CH:27]1[CH2:28][CH2:29][CH2:30][CH2:31]1)=[O:25])[CH2:20][CH:21]([CH3:23])[CH3:22]. (5) The product is: [Br:19][C:16]1[C:15]2[C:10](=[C:11]([F:20])[CH:12]=[CH:13][CH:14]=2)[C:9](=[O:21])[N:8]([NH:7][CH2:6][CH3:23])[C:17]=1[CH3:18]. Given the reactants C(O[C:6](=O)[NH:7][N:8]1[C:17]([CH3:18])=[C:16]([Br:19])[C:15]2[C:10](=[C:11]([F:20])[CH:12]=[CH:13][CH:14]=2)[C:9]1=[O:21])(C)(C)C.[CH:23](=O)C.C([BH3-])#N.[Na+].C(O)(=O)C, predict the reaction product. (6) Given the reactants Cl[C:2]1[N:7]=[C:6]([NH:8][C:9]2[CH:14]=[CH:13][C:12]([O:15][CH3:16])=[CH:11][C:10]=2[NH:17][S:18]([CH3:21])(=[O:20])=[O:19])[C:5]([Cl:22])=[CH:4][N:3]=1.[CH3:23][O:24][C:25]1[C:31]([F:32])=[C:30]([F:33])[CH:29]=[CH:28][C:26]=1[NH2:27], predict the reaction product. The product is: [Cl:22][C:5]1[C:6]([NH:8][C:9]2[CH:14]=[CH:13][C:12]([O:15][CH3:16])=[CH:11][C:10]=2[NH:17][S:18]([CH3:21])(=[O:20])=[O:19])=[N:7][C:2]([NH:27][C:26]2[CH:28]=[CH:29][C:30]([F:33])=[C:31]([F:32])[C:25]=2[O:24][CH3:23])=[N:3][CH:4]=1.